This data is from Full USPTO retrosynthesis dataset with 1.9M reactions from patents (1976-2016). The task is: Predict the reactants needed to synthesize the given product. Given the product [CH3:25][S:26]([N:2]1[CH2:3][CH2:4][C:5]2[C:10](=[CH:9][CH:8]=[CH:7][C:6]=2[O:11][CH2:12][C:13]([O:15][CH2:16][CH3:17])=[O:14])[CH2:1]1)(=[O:28])=[O:27], predict the reactants needed to synthesize it. The reactants are: [CH2:1]1[C:10]2[C:5](=[C:6]([O:11][CH2:12][C:13]([O:15][CH2:16][CH3:17])=[O:14])[CH:7]=[CH:8][CH:9]=2)[CH2:4][CH2:3][NH:2]1.CCN(CC)CC.[CH3:25][S:26](Cl)(=[O:28])=[O:27].